Dataset: Forward reaction prediction with 1.9M reactions from USPTO patents (1976-2016). Task: Predict the product of the given reaction. Given the reactants [CH2:1]([S:3][C:4]1[CH:11]=[CH:10][C:7]([C:8]#[N:9])=[CH:6][C:5]=1[NH:12][NH2:13])[CH3:2].[NH2:14][C:15]1[CH:23]=[C:22]([CH3:24])[C:21]([Br:25])=[CH:20][C:16]=1[C:17](O)=[O:18], predict the reaction product. The product is: [NH2:14][C:15]1[CH:23]=[C:22]([CH3:24])[C:21]([Br:25])=[CH:20][C:16]=1[C:17]([NH:13][NH:12][C:5]1[CH:6]=[C:7]([C:8]#[N:9])[CH:10]=[CH:11][C:4]=1[S:3][CH2:1][CH3:2])=[O:18].